From a dataset of Full USPTO retrosynthesis dataset with 1.9M reactions from patents (1976-2016). Predict the reactants needed to synthesize the given product. (1) Given the product [Br:1][C:2]1[CH:7]=[CH:6][CH:5]=[CH:4][C:3]=1[S:8][CH2:15][CH:16]([CH3:18])[CH3:17], predict the reactants needed to synthesize it. The reactants are: [Br:1][C:2]1[CH:7]=[CH:6][CH:5]=[CH:4][C:3]=1[SH:8].C([O-])([O-])=O.[K+].[K+].[CH2:15](I)[CH:16]([CH3:18])[CH3:17]. (2) The reactants are: [CH2:1]([O:8][C:9]1[CH:10]=[CH:11][CH:12]=[C:13]2[C:18]=1[N:17]=[C:16](O)[CH:15]=[CH:14]2)[C:2]1[CH:7]=[CH:6][CH:5]=[CH:4][CH:3]=1.[CH3:20][C:21]1([CH2:25][O:26][C:27]2[CH:32]=[CH:31][C:30]([NH2:33])=[C:29]([N+:34]([O-:36])=[O:35])[CH:28]=2)[CH2:24][O:23][CH2:22]1.C(=O)([O-])[O-].[Cs+].[Cs+].ClC(Cl)C. Given the product [CH2:1]([O:8][C:9]1[CH:10]=[CH:11][CH:12]=[C:13]2[C:18]=1[N:17]=[C:16]([NH:33][C:30]1[CH:31]=[CH:32][C:27]([O:26][CH2:25][C:21]3([CH3:20])[CH2:22][O:23][CH2:24]3)=[CH:28][C:29]=1[N+:34]([O-:36])=[O:35])[CH:15]=[CH:14]2)[C:2]1[CH:7]=[CH:6][CH:5]=[CH:4][CH:3]=1, predict the reactants needed to synthesize it. (3) Given the product [Cl:29][C:27]1[CH:26]=[CH:25][C:24]([N:30]2[CH:34]=[N:33][N:32]=[N:31]2)=[C:23]([C:18]2[CH:17]=[C:16]3[N:21]([CH:13]([C:11]4[NH:12][C:8]([C:5]5[CH:4]=[CH:3][C:2]([NH:1][C:40](=[O:41])[CH2:39][CH2:38][CH2:37][O:36][CH3:35])=[CH:7][CH:6]=5)=[CH:9][N:10]=4)[CH2:14][CH2:15]3)[C:20](=[O:22])[CH:19]=2)[CH:28]=1, predict the reactants needed to synthesize it. The reactants are: [NH2:1][C:2]1[CH:7]=[CH:6][C:5]([C:8]2[NH:12][C:11]([CH:13]3[N:21]4[C:16](=[CH:17][C:18]([C:23]5[CH:28]=[C:27]([Cl:29])[CH:26]=[CH:25][C:24]=5[N:30]5[CH:34]=[N:33][N:32]=[N:31]5)=[CH:19][C:20]4=[O:22])[CH2:15][CH2:14]3)=[N:10][CH:9]=2)=[CH:4][CH:3]=1.[CH3:35][O:36][CH2:37][CH2:38][CH2:39][C:40](O)=[O:41]. (4) Given the product [CH:17]1([CH2:22][N:3]([CH2:1][CH3:2])[C:4]2[C:5]([CH2:12][O:13][CH2:14][O:15][CH3:16])=[N:6][C:7]([O:10][CH3:11])=[CH:8][CH:9]=2)[CH2:18][CH2:19][CH2:20][CH2:21]1, predict the reactants needed to synthesize it. The reactants are: [CH2:1]([NH:3][C:4]1[C:5]([CH2:12][O:13][CH2:14][O:15][CH3:16])=[N:6][C:7]([O:10][CH3:11])=[CH:8][CH:9]=1)[CH3:2].[CH:17]1([CH:22]=O)[CH2:21][CH2:20][CH2:19][CH2:18]1.C(O[BH-](OC(=O)C)OC(=O)C)(=O)C.[Na+].O. (5) The reactants are: CO[C:3]1N=[CH:7][C:6]([N:9]2[CH2:14][CH2:13][CH:12]([N:15]3[CH2:19][CH2:18][C@@H:17]([NH:20][C:21](=[O:36])[CH2:22][NH:23][C:24](=[O:35])[C:25]4[CH:30]=[CH:29][CH:28]=[C:27]([C:31]([F:34])([F:33])[F:32])[CH:26]=4)[CH2:16]3)[CH2:11][CH2:10]2)=[CH:5][CH:4]=1.[CH3:37][C:38]1C=C(N2CCC(=O)CC2)C=C(C)[CH:43]=1.COC1N=CC(N2CCC(=O)CC2)=CC=1. Given the product [CH3:3][C:4]1[CH:5]=[C:6]([N:9]2[CH2:14][CH2:13][CH:12]([N:15]3[CH2:19][CH2:18][C@@H:17]([NH:20][C:21](=[O:36])[CH2:22][NH:23][C:24](=[O:35])[C:25]4[CH:30]=[CH:29][CH:28]=[C:27]([C:31]([F:33])([F:34])[F:32])[CH:26]=4)[CH2:16]3)[CH2:11][CH2:10]2)[CH:7]=[C:38]([CH3:43])[CH:37]=1, predict the reactants needed to synthesize it. (6) Given the product [N+:19]([C:15]1[CH:14]=[C:13]([CH:18]=[CH:17][CH:16]=1)[O:10][C:6]1[C:5]2[N:4]([N:3]=[C:2]([NH2:1])[N:11]=2)[CH:9]=[CH:8][CH:7]=1)([O-:21])=[O:20], predict the reactants needed to synthesize it. The reactants are: [NH2:1][C:2]1[N:11]=[C:5]2[C:6]([OH:10])=[CH:7][CH:8]=[CH:9][N:4]2[N:3]=1.F[C:13]1[CH:14]=[C:15]([N+:19]([O-:21])=[O:20])[CH:16]=[CH:17][CH:18]=1.C(=O)([O-])[O-].[Cs+].[Cs+]. (7) Given the product [C:31]([OH:38])(=[O:37])/[CH:32]=[CH:33]\[C:34]([OH:36])=[O:35].[CH3:1][O:2][CH2:3][CH2:4][NH:5][C:6]([C:8]1[C:9]2[CH2:10][CH2:11][C:12]3([NH:21][C:22]=2[C:23]2[N:28]=[C:27]([CH3:29])[N:26]([CH3:30])[C:24]=2[CH:25]=1)[CH2:20][C:19]1[C:14](=[CH:15][CH:16]=[CH:17][CH:18]=1)[CH2:13]3)=[O:7], predict the reactants needed to synthesize it. The reactants are: [CH3:1][O:2][CH2:3][CH2:4][NH:5][C:6]([C:8]1[C:9]2[CH2:10][CH2:11][C:12]3([NH:21][C:22]=2[C:23]2[N:28]=[C:27]([CH3:29])[N:26]([CH3:30])[C:24]=2[CH:25]=1)[CH2:20][C:19]1[C:14](=[CH:15][CH:16]=[CH:17][CH:18]=1)[CH2:13]3)=[O:7].[C:31]([OH:38])(=[O:37])/[CH:32]=[CH:33]\[C:34]([OH:36])=[O:35].ClCCCl. (8) Given the product [CH2:46]([C:33]1[C:34]([NH:39][C@@H:40]2[CH2:44][O:43][CH2:42][C@H:41]2[OH:45])=[N:35][C:36]([CH2:37][CH3:38])=[C:31]([C:50]2[CH:51]=[CH:52][C:53]([O:55][CH3:56])=[CH:54][C:49]=2[CH3:48])[N:32]=1)[CH3:47], predict the reactants needed to synthesize it. The reactants are: ClC1C=C(Cl)C=CC=1C1N=C(CC)C(N[C@@H]2C3C(=CC=CC=3)C[C@@H]2O)=NC=1CC.Br[C:31]1[N:32]=[C:33]([CH2:46][CH3:47])[C:34]([NH:39][C@@H:40]2[CH2:44][O:43][CH2:42][C@H:41]2[OH:45])=[N:35][C:36]=1[CH2:37][CH3:38].[CH3:48][C:49]1[CH:54]=[C:53]([O:55][CH3:56])[CH:52]=[CH:51][C:50]=1B(O)O.